Dataset: Antibody developability classification from SAbDab with 2,409 antibodies. Task: Regression/Classification. Given an antibody's heavy chain and light chain sequences, predict its developability. TAP uses regression for 5 developability metrics; SAbDab uses binary classification. (1) The antibody is ['EVQLQQSGAELVRPGASVKLSCTTSGFNIKDIYIHWVKQRPEQGLEWIGRLDPANGYTKYDPKFQGKATITVDTSSNTAYLHLSSLTSEDTAVYYCDGYYSYYDMDYWGPGTSVTVSS', 'DIVMTQSPSSLTVTTGEKVTMTCKSSQSLLNSRTQKNYLTWYQQKPGQSPKLLIYWASTRESGVPDRFTGSGSGTDFTLSISGVQAEDLAVYYCQNNYNYPLTFGAGTKLELK']. Result: 0 (not developable). (2) Result: 0 (not developable). The antibody is ['EVQLVQSGAEVKKPGESLKISCKGSGYSFSNYWIGWVRQMPGKGLEWMGIIDPSNSYTRYSPSFQGQVTISADKSISTAYLQWSSLKASDTAMYYCARWYYKPFDVWGQGTLVTVSS', 'QSVLTQPPSVSGAPGQRVTISCTGSSSNIGSGYDVHWYQQLPGTAPKLLIYGNSKRPSGVPDRFSGSKSGTSASLAITGLQSEDEADYYCASWTDGLSLVVFGGGTKLTVL']. (3) The antibody is ['EVQLQQSGPEVVKTGASVKISCKASGYSFTGYFINWVKKNSGKSPEWIGHISSSYATSTYNQKFKNKAAFTVDTSSSTAFMQLNSLTSEDSAVYYCVRSGNYEEYAMDYWGQGTSVTVSS', 'DIVLTQTPSSLPVSVGEKVTMTCKSSQTLLYSNNQKNYLAWYQQKPGQSPKLLISWAFTRKSGVPDRFTGSGSGTDFTLTIGSVKAEDLAVYYCQQYSNYPWTFGGGTRLEIK']. Result: 0 (not developable). (4) The antibody is ['EVQVQQSGTVLARPGASVKMSCKASGYTFTNYWMHWIKQRPGQGLEWIGAIYPGNSATFYNHKFRAKTKLTAVTSTITAYMELSSLTNEDSAVYYCTRGGHGYYGDYWGQGASLTVSS', 'QAVVTQESALTTSPGETVTLTCRSSTGTVTSGNHANWVQEKPDHLFTGLIGDTNNRAPGVPARFSGSLIGDKAALTITGAQPEDEAIYFCALWCNNHWIFGGGTKLTVL']. Result: 0 (not developable). (5) The antibody is ['1rzk', '1rzk_L']. Result: 0 (not developable).